This data is from Full USPTO retrosynthesis dataset with 1.9M reactions from patents (1976-2016). The task is: Predict the reactants needed to synthesize the given product. (1) The reactants are: [CH3:1][O:2][CH2:3][CH:4]1[CH2:9][CH2:8][CH:7]([C:10]([OH:12])=O)[CH2:6][CH2:5]1.CCN(CC)CC.F[P-](F)(F)(F)(F)F.N1(O[P+](N(C)C)(N(C)C)N(C)C)C2C=CC=CC=2N=N1.[F:47][C:48]([F:78])([F:77])[C:49]1[CH:50]=[C:51]([C:59]([CH3:76])([CH3:75])[C:60]([N:62]([CH3:74])[C@H:63]2[C@H:67]([C:68]3[CH:73]=[CH:72][CH:71]=[CH:70][CH:69]=3)[CH2:66][NH:65][CH2:64]2)=[O:61])[CH:52]=[C:53]([C:55]([F:58])([F:57])[F:56])[CH:54]=1. Given the product [F:77][C:48]([F:47])([F:78])[C:49]1[CH:50]=[C:51]([C:59]([CH3:75])([CH3:76])[C:60]([N:62]([C@H:63]2[C@H:67]([C:68]3[CH:73]=[CH:72][CH:71]=[CH:70][CH:69]=3)[CH2:66][N:65]([C:10]([CH:7]3[CH2:6][CH2:5][CH:4]([CH2:3][O:2][CH3:1])[CH2:9][CH2:8]3)=[O:12])[CH2:64]2)[CH3:74])=[O:61])[CH:52]=[C:53]([C:55]([F:56])([F:57])[F:58])[CH:54]=1, predict the reactants needed to synthesize it. (2) Given the product [CH3:11][O:12][C:13]1[CH:14]=[C:15]([NH2:16])[N:9]([C:6]2[CH:7]=[CH:8][C:3]([O:2][CH3:1])=[CH:4][CH:5]=2)[N:10]=1, predict the reactants needed to synthesize it. The reactants are: [CH3:1][O:2][C:3]1[CH:8]=[CH:7][C:6]([NH:9][NH2:10])=[CH:5][CH:4]=1.[CH3:11][O:12][C:13](OC)=[CH:14][C:15]#[N:16]. (3) Given the product [CH:1]1([C:6]([C:8]2[C:16]3[N:15]=[C:14]([CH:17]4[CH2:19][CH2:18]4)[NH:13][C:12]=3[CH:11]=[C:10]([C:20]3[C:21]([CH3:26])=[N:22][O:23][C:24]=3[CH3:25])[CH:9]=2)=[O:7])[CH2:2][CH2:3][CH2:4][CH2:5]1, predict the reactants needed to synthesize it. The reactants are: [CH:1]1([CH:6]([C:8]2[C:16]3[N:15]=[C:14]([CH:17]4[CH2:19][CH2:18]4)[NH:13][C:12]=3[CH:11]=[C:10]([C:20]3[C:21]([CH3:26])=[N:22][O:23][C:24]=3[CH3:25])[CH:9]=2)[OH:7])[CH2:5][CH2:4][CH2:3][CH2:2]1.CC(OI1(OC(C)=O)(OC(C)=O)OC(=O)C2C=CC=CC1=2)=O. (4) The reactants are: [C:1]([C:3]1[CH:8]=[CH:7][N:6]=[C:5]([C:9]([OH:11])=O)[CH:4]=1)#[N:2].Br.Br.Br.[CH2:15]([C:17]1[C:18]([C:25]2[CH:33]=[C:32]3[C:28]([C:29]([C:34]4[NH:43][C:37]5[CH2:38][CH2:39][NH:40][CH2:41][CH2:42][C:36]=5[N:35]=4)=[N:30][NH:31]3)=[CH:27][CH:26]=2)=[CH:19][C:20]([F:24])=[C:21]([OH:23])[CH:22]=1)[CH3:16]. Given the product [CH2:15]([C:17]1[CH:22]=[C:21]([OH:23])[C:20]([F:24])=[CH:19][C:18]=1[C:25]1[CH:33]=[C:32]2[C:28]([C:29]([C:34]3[NH:43][C:37]4[CH2:38][CH2:39][N:40]([C:9]([C:5]5[CH:4]=[C:3]([CH:8]=[CH:7][N:6]=5)[C:1]#[N:2])=[O:11])[CH2:41][CH2:42][C:36]=4[N:35]=3)=[N:30][NH:31]2)=[CH:27][CH:26]=1)[CH3:16], predict the reactants needed to synthesize it. (5) Given the product [CH2:1]([O:3][C:4]([C:5]([C:6]1[N:7]([CH2:16][C:17]2[CH:22]=[CH:21][C:20]([O:23][CH3:24])=[CH:19][CH:18]=2)[CH:8]=[CH:9][C:10]=1[C:11]([O:13][CH3:14])=[O:12])=[CH:28][OH:29])=[O:25])[CH3:2], predict the reactants needed to synthesize it. The reactants are: [CH2:1]([O:3][C:4](=[O:25])[CH2:5][C:6]1[N:7]([CH2:16][C:17]2[CH:22]=[CH:21][C:20]([O:23][CH3:24])=[CH:19][CH:18]=2)[CH:8]=[CH:9][C:10]=1[C:11]([O:13][CH2:14]C)=[O:12])[CH3:2].[H-].[Na+].[CH:28](OCC)=[O:29].